This data is from Forward reaction prediction with 1.9M reactions from USPTO patents (1976-2016). The task is: Predict the product of the given reaction. The product is: [CH3:6][NH2:7].[CH3:6][NH:7][C:31]([CH:33]1[CH2:37][C:36](=[O:38])[N:35]([C:39]2[CH:44]=[CH:43][C:42]([O:45][CH2:46][C:47]3[C:52]([F:53])=[CH:51][CH:50]=[C:49]([F:54])[C:48]=3[F:55])=[CH:41][CH:40]=2)[CH2:34]1)=[O:30]. Given the reactants COC(C1CC(=O)[N:7](C2C=CC(O)=CC=2)[CH2:6]1)=O.FC1C(F)=CC=C(F)C=1CBr.C[O:30][C:31]([CH:33]1[CH2:37][C:36](=[O:38])[N:35]([C:39]2[CH:44]=[CH:43][C:42]([O:45][CH2:46][C:47]3[C:52]([F:53])=[CH:51][CH:50]=[C:49]([F:54])[C:48]=3[F:55])=[CH:41][CH:40]=2)[CH2:34]1)=O, predict the reaction product.